Dataset: CYP2C19 inhibition data for predicting drug metabolism from PubChem BioAssay. Task: Regression/Classification. Given a drug SMILES string, predict its absorption, distribution, metabolism, or excretion properties. Task type varies by dataset: regression for continuous measurements (e.g., permeability, clearance, half-life) or binary classification for categorical outcomes (e.g., BBB penetration, CYP inhibition). Dataset: cyp2c19_veith. The compound is Cc1c(NC(=O)Nc2c(Cl)cccc2Cl)c(=O)n(-c2ccccc2)n1C. The result is 0 (non-inhibitor).